From a dataset of Reaction yield outcomes from USPTO patents with 853,638 reactions. Predict the reaction yield, written as a fraction of the theoretical maximum amount of product (1.0 means a 100% yield; for example, 0.34 means a 34% yield). (1) The reactants are I[CH2:2][Si:3]([CH3:33])([CH3:32])[CH2:4][CH2:5][C:6]1[C:18]2[CH2:17][N:16]3[C:11](=[CH:12][C:13]4[C@:23]([CH2:25][CH3:26])([OH:24])[C:22](=[O:27])[O:21][CH2:20][C:14]=4[C:15]3=[O:19])[C:10]=2[N:9]=[C:8]2[CH:28]=[CH:29][CH:30]=[CH:31][C:7]=12.C([O-])([O-])=O.[K+].[K+].CC(O)(C)C.[NH:45]1[CH2:49][CH2:48][CH2:47][CH2:46]1. The catalyst is O. The product is [CH3:32][Si:3]([CH3:33])([CH2:2][N:45]1[CH2:49][CH2:48][CH2:47][CH2:46]1)[CH2:4][CH2:5][C:6]1[C:18]2[CH2:17][N:16]3[C:11](=[CH:12][C:13]4[C@:23]([CH2:25][CH3:26])([OH:24])[C:22](=[O:27])[O:21][CH2:20][C:14]=4[C:15]3=[O:19])[C:10]=2[N:9]=[C:8]2[CH:28]=[CH:29][CH:30]=[CH:31][C:7]=12. The yield is 0.830. (2) The reactants are C(OC(=O)[NH:7][CH:8]1[CH2:13][CH2:12][N:11]([C:14]2[CH:41]=[CH:40][C:17]3[N:18]([CH2:21][C:22]4[CH:27]=[CH:26][C:25]([O:28][CH2:29][C:30]5[CH:31]=[N:32][C:33]([O:36][CH3:37])=[CH:34][CH:35]=5)=[C:24]([O:38][CH3:39])[CH:23]=4)[CH:19]=[N:20][C:16]=3[CH:15]=2)[CH2:10][CH2:9]1)(C)(C)C.FC(F)(F)C(O)=O. The catalyst is ClCCl. The product is [CH3:39][O:38][C:24]1[CH:23]=[C:22]([CH:27]=[CH:26][C:25]=1[O:28][CH2:29][C:30]1[CH:31]=[N:32][C:33]([O:36][CH3:37])=[CH:34][CH:35]=1)[CH2:21][N:18]1[C:17]2[CH:40]=[CH:41][C:14]([N:11]3[CH2:12][CH2:13][CH:8]([NH2:7])[CH2:9][CH2:10]3)=[CH:15][C:16]=2[N:20]=[CH:19]1. The yield is 0.620. (3) The reactants are [C:1]([C:3]1[CH:4]=[C:5]2[C:9](=[CH:10][CH:11]=1)[NH:8][C:7](=[O:12])[CH2:6]2)#[N:2].[Cl:13][C:14]1[N:19]=[CH:18][C:17]([S:20]([N:23]2[CH2:28][CH2:27][N:26]([CH2:29][CH2:30][CH:31]([CH3:33])[CH3:32])[CH2:25][CH2:24]2)(=[O:22])=[O:21])=[CH:16][CH:15]=1. No catalyst specified. The product is [ClH:13].[OH:12][C:7]1[NH:8][C:9]2[C:5]([C:6]=1[C:14]1[CH:15]=[CH:16][C:17]([S:20]([N:23]3[CH2:28][CH2:27][N:26]([CH2:29][CH2:30][CH:31]([CH3:33])[CH3:32])[CH2:25][CH2:24]3)(=[O:22])=[O:21])=[CH:18][N:19]=1)=[CH:4][C:3]([C:1]#[N:2])=[CH:11][CH:10]=2. The yield is 0.0500. (4) The reactants are [F-].C([N+](CCCC)(CCCC)CCCC)CCC.[C:19]1([C:56]2[CH:61]=[CH:60][CH:59]=[CH:58][CH:57]=2)[CH:24]=[CH:23][C:22]([CH2:25][CH2:26][CH:27]([O:46][CH2:47][C:48]2[CH:53]=[CH:52][C:51]([O:54][CH3:55])=[CH:50][CH:49]=2)[CH:28]([CH2:36][CH2:37][O:38][Si](C(C)(C)C)(C)C)[C:29]([O:31][C:32]([CH3:35])([CH3:34])[CH3:33])=[O:30])=[CH:21][CH:20]=1. The catalyst is O1CCCC1. The product is [C:19]1([C:56]2[CH:57]=[CH:58][CH:59]=[CH:60][CH:61]=2)[CH:20]=[CH:21][C:22]([CH2:25][CH2:26][CH:27]([O:46][CH2:47][C:48]2[CH:49]=[CH:50][C:51]([O:54][CH3:55])=[CH:52][CH:53]=2)[CH:28]([CH2:36][CH2:37][OH:38])[C:29]([O:31][C:32]([CH3:35])([CH3:34])[CH3:33])=[O:30])=[CH:23][CH:24]=1. The yield is 0.580.